This data is from Full USPTO retrosynthesis dataset with 1.9M reactions from patents (1976-2016). The task is: Predict the reactants needed to synthesize the given product. (1) Given the product [C:34]([Si:31]([CH3:32])([CH3:33])[O:30][CH:25]([C:26]([CH3:29])([CH3:28])[CH3:27])[CH2:24][CH2:23][C:20]1[CH:21]=[CH:22][C:17]([C:12]([C:9]2[CH:10]=[CH:11][C:6]([O:5][CH2:4][C:3]([OH:40])=[O:2])=[C:7]([CH3:39])[CH:8]=2)([CH2:13][CH3:14])[CH2:15][CH3:16])=[CH:18][C:19]=1[CH3:38])([CH3:35])([CH3:37])[CH3:36], predict the reactants needed to synthesize it. The reactants are: C[O:2][C:3](=[O:40])[CH2:4][O:5][C:6]1[CH:11]=[CH:10][C:9]([C:12]([C:17]2[CH:22]=[CH:21][C:20]([CH2:23][CH2:24][CH:25]([O:30][Si:31]([C:34]([CH3:37])([CH3:36])[CH3:35])([CH3:33])[CH3:32])[C:26]([CH3:29])([CH3:28])[CH3:27])=[C:19]([CH3:38])[CH:18]=2)([CH2:15][CH3:16])[CH2:13][CH3:14])=[CH:8][C:7]=1[CH3:39].[OH-].[Na+].Cl. (2) Given the product [CH2:10]([C:9]1[O:12][N:14]=[C:2]([C:3]([O:5][CH2:6][CH3:7])=[O:4])[CH:8]=1)[CH3:11], predict the reactants needed to synthesize it. The reactants are: O=[C:2]([CH2:8][C:9](=[O:12])[CH2:10][CH3:11])[C:3]([O:5][CH2:6][CH3:7])=[O:4].Cl.[NH2:14]O. (3) The reactants are: [C:1]([C:9]1[N:14]=[C:13]([NH:15]CC2C=CC(OC)=C(OC)C=2)[N:12]2[N:27]=[C:28]([C:30]3[O:31][CH:32]=[CH:33][CH:34]=3)[N:29]=[C:11]2[CH:10]=1)(=[O:8])[C:2]1[CH:7]=[CH:6][CH:5]=[CH:4][CH:3]=1.O.C(C1C(=O)C(Cl)=C(Cl)C(=O)C=1C#N)#N.C(=O)(O)[O-].[Na+]. Given the product [NH2:15][C:13]1[N:12]2[N:27]=[C:28]([C:30]3[O:31][CH:32]=[CH:33][CH:34]=3)[N:29]=[C:11]2[CH:10]=[C:9]([C:1](=[O:8])[C:2]2[CH:3]=[CH:4][CH:5]=[CH:6][CH:7]=2)[N:14]=1, predict the reactants needed to synthesize it.